This data is from Reaction yield outcomes from USPTO patents with 853,638 reactions. The task is: Predict the reaction yield, written as a fraction of the theoretical maximum amount of product (1.0 means a 100% yield; for example, 0.34 means a 34% yield). (1) The reactants are [C:1]1([CH2:7][O:8][C:9]2[CH:17]=[CH:16][CH:15]=[CH:14][C:10]=2[C:11]([OH:13])=[O:12])[CH:6]=[CH:5][CH:4]=[CH:3][CH:2]=1.[O:18]([CH2:26][C@H:27](O)[CH3:28])[Si:19]([C:22]([CH3:25])([CH3:24])[CH3:23])([CH3:21])[CH3:20].Cl.CN(C)CCCN=C=NCC. The catalyst is CN(C)C1C=CN=CC=1.ClCCl. The product is [C:1]1([CH2:7][O:8][C:9]2[CH:17]=[CH:16][CH:15]=[CH:14][C:10]=2[C:11]([O:13][C@H:27]([CH3:28])[CH2:26][O:18][Si:19]([C:22]([CH3:25])([CH3:24])[CH3:23])([CH3:21])[CH3:20])=[O:12])[CH:2]=[CH:3][CH:4]=[CH:5][CH:6]=1. The yield is 0.290. (2) The reactants are Br[C:2]1[CH:3]=[C:4]2[C:9](=[CH:10][CH:11]=1)[C:8]([C:12]([O:14][CH2:15][CH3:16])=[O:13])=[N:7][CH:6]=[CH:5]2.[Cl:17][C:18]1[CH:23]=[CH:22][CH:21]=[C:20]([Cl:24])[C:19]=1[C:25]1[C:29]([CH2:30][O:31][C:32]2[CH:37]=[CH:36][C:35](B3OC(C)(C)C(C)(C)O3)=[CH:34][CH:33]=2)=[C:28]([CH:47]([CH3:49])[CH3:48])[O:27][N:26]=1.C1(P(C2C=CC=CC=2)C2C=CC=CC=2)C=CC=CC=1.P([O-])([O-])([O-])=O.[K+].[K+].[K+]. The catalyst is C([O-])(=O)C.[Pd+2].C([O-])(=O)C.C(OCC)(=O)C.O.O1CCOCC1. The product is [Cl:24][C:20]1[CH:21]=[CH:22][CH:23]=[C:18]([Cl:17])[C:19]=1[C:25]1[C:29]([CH2:30][O:31][C:32]2[CH:33]=[CH:34][C:35]([C:2]3[CH:3]=[C:4]4[C:9](=[CH:10][CH:11]=3)[C:8]([C:12]([O:14][CH2:15][CH3:16])=[O:13])=[N:7][CH:6]=[CH:5]4)=[CH:36][CH:37]=2)=[C:28]([CH:47]([CH3:49])[CH3:48])[O:27][N:26]=1. The yield is 0.430. (3) The reactants are Br[C:2]1[S:3][C:4]([Br:7])=[CH:5][N:6]=1.[N:8]1([C:14]([O:16][C:17]([CH3:20])([CH3:19])[CH3:18])=[O:15])[CH2:13][CH2:12][NH:11][CH2:10][CH2:9]1.C(N(CC)CC)C. The catalyst is O1CCCC1. The product is [C:17]([O:16][C:14]([N:8]1[CH2:13][CH2:12][N:11]([C:2]2[S:3][C:4]([Br:7])=[CH:5][N:6]=2)[CH2:10][CH2:9]1)=[O:15])([CH3:20])([CH3:18])[CH3:19]. The yield is 0.680. (4) The reactants are C([CH:3]1[CH2:6][CH2:5][C:4]1([O:10][C:11]1[CH:16]=[CH:15][C:14]([Cl:17])=[CH:13][CH:12]=1)[C:7]([OH:9])=[O:8])C.Cl. The catalyst is C(O)(=O)C. The product is [Cl:17][C:14]1[CH:13]=[CH:12][C:11]([O:10][C:4]2([C:7]([OH:9])=[O:8])[CH2:5][CH2:6][CH2:3]2)=[CH:16][CH:15]=1. The yield is 0.870. (5) The reactants are [CH:1]([O:3][CH2:4][CH2:5][OH:6])=[CH2:2].C1(P(C2C=CC=CC=2)C2C=CC=CC=2)C=CC=CC=1.O[N:27]1[C:31](=[O:32])[C:30]2=[CH:33][CH:34]=[CH:35][CH:36]=[C:29]2[C:28]1=[O:37].CCOC(/N=N/C(OCC)=O)=O. The catalyst is C1COCC1. The product is [CH:1]([O:3][CH2:4][CH2:5][O:6][N:27]1[C:31](=[O:32])[C:30]2[C:29](=[CH:36][CH:35]=[CH:34][CH:33]=2)[C:28]1=[O:37])=[CH2:2]. The yield is 0.614.